Dataset: Reaction yield outcomes from USPTO patents with 853,638 reactions. Task: Predict the reaction yield, written as a fraction of the theoretical maximum amount of product (1.0 means a 100% yield; for example, 0.34 means a 34% yield). (1) The reactants are [CH2:1]=[N:2][CH2:3][C:4]([O:6][CH2:7][CH3:8])=[O:5].[H-].[Na+].[C:11]([C:13]1[CH:21]=[CH:20][C:16]([C:17](Cl)=[O:18])=[CH:15][CH:14]=1)#[N:12]. The catalyst is C1(C)C=CC=CC=1. The product is [C:11]([C:13]1[CH:21]=[CH:20][C:16]([C:17]2[O:18][CH:1]=[N:2][C:3]=2[C:4]([O:6][CH2:7][CH3:8])=[O:5])=[CH:15][CH:14]=1)#[N:12]. The yield is 0.360. (2) The reactants are [Cl-].O[NH3+:3].[C:4](=[O:7])([O-])[OH:5].[Na+].CS(C)=O.[F:13][C:14]1[CH:15]=[C:16]([C:47]2[C:48]([C:53]#[N:54])=[CH:49][CH:50]=[CH:51][CH:52]=2)[CH:17]=[CH:18][C:19]=1[CH2:20][C:21]1[C:22](=[O:46])[N:23]([C@H:34]2[CH2:39][CH2:38][C@H:37]([O:40][CH2:41][C:42]([OH:45])([CH3:44])[CH3:43])[CH2:36][CH2:35]2)[C:24]2[N:25]([N:30]=[C:31]([CH3:33])[N:32]=2)[C:26]=1[CH2:27][CH2:28][CH3:29]. The catalyst is O.C(OCC)(=O)C. The product is [F:13][C:14]1[CH:15]=[C:16]([C:47]2[CH:52]=[CH:51][CH:50]=[CH:49][C:48]=2[C:53]2[NH:3][C:4](=[O:7])[O:5][N:54]=2)[CH:17]=[CH:18][C:19]=1[CH2:20][C:21]1[C:22](=[O:46])[N:23]([C@H:34]2[CH2:39][CH2:38][C@H:37]([O:40][CH2:41][C:42]([OH:45])([CH3:44])[CH3:43])[CH2:36][CH2:35]2)[C:24]2[N:25]([N:30]=[C:31]([CH3:33])[N:32]=2)[C:26]=1[CH2:27][CH2:28][CH3:29]. The yield is 0.690. (3) The reactants are [NH2:1][C:2]1[CH:3]=[C:4]([CH:8]=[C:9]([CH:11]=[CH2:12])[CH:10]=1)[C:5]([OH:7])=[O:6]. The catalyst is C(O)C.[Pd]. The product is [NH2:1][C:2]1[CH:3]=[C:4]([CH:8]=[C:9]([CH2:11][CH3:12])[CH:10]=1)[C:5]([OH:7])=[O:6]. The yield is 0.518. (4) The yield is 0.800. The catalyst is C1(C)C=CC=CC=1.CC([O-])=O.CC([O-])=O.[Pd+2].COC1C=CC=C(OC)C=1C1C=CC=CC=1P(C1CCCCC1)C1CCCCC1. The reactants are Br[C:2](Br)=[CH:3][C:4]1[CH:9]=[CH:8][C:7]([F:10])=[CH:6][C:5]=1[NH2:11].[C:13]1(B(O)O)[CH:18]=[CH:17][CH:16]=[CH:15][CH:14]=1.[O-]P([O-])([O-])=O.[K+].[K+].[K+].O. The product is [F:10][C:7]1[CH:6]=[C:5]2[C:4]([CH:3]=[C:2]([C:13]3[CH:18]=[CH:17][CH:16]=[CH:15][CH:14]=3)[NH:11]2)=[CH:9][CH:8]=1. (5) The reactants are [H-].[Al+3].[H-].[H-].[H-].[Al+3].[Li+].[H-].[H-].[H-].C([O:13][CH2:14][C:15]([C:17]1[C:25]2[C:20](=[N:21][CH:22]=[CH:23][C:24]=2[O:26][C:27]2[CH:32]=[CH:31][C:30]([N+:33]([O-])=O)=[CH:29][C:28]=2[F:36])[NH:19][CH:18]=1)=[O:16])=O. The catalyst is COCCOC. The product is [NH2:33][C:30]1[CH:31]=[CH:32][C:27]([O:26][C:24]2[CH:23]=[CH:22][N:21]=[C:20]3[NH:19][CH:18]=[C:17]([CH:15]([OH:16])[CH2:14][OH:13])[C:25]=23)=[C:28]([F:36])[CH:29]=1. The yield is 0.450.